This data is from Catalyst prediction with 721,799 reactions and 888 catalyst types from USPTO. The task is: Predict which catalyst facilitates the given reaction. Reactant: [Cl:1][C:2]1[N:12]=[C:11](Cl)[C:10]([F:14])=[CH:9][C:3]=1[C:4]([O:6][CH2:7][CH3:8])=[O:5].[NH:15]1[CH2:20][CH2:19][CH:18]([C:21]([O:23][C:24]([CH3:27])([CH3:26])[CH3:25])=[O:22])[CH2:17][CH2:16]1.CCN(C(C)C)C(C)C.CCO. Product: [C:24]([O:23][C:21]([CH:18]1[CH2:19][CH2:20][N:15]([C:11]2[C:10]([F:14])=[CH:9][C:3]([C:4]([O:6][CH2:7][CH3:8])=[O:5])=[C:2]([Cl:1])[N:12]=2)[CH2:16][CH2:17]1)=[O:22])([CH3:27])([CH3:25])[CH3:26]. The catalyst class is: 25.